From a dataset of Volume of distribution at steady state (VDss) regression data from Lombardo et al.. Regression/Classification. Given a drug SMILES string, predict its absorption, distribution, metabolism, or excretion properties. Task type varies by dataset: regression for continuous measurements (e.g., permeability, clearance, half-life) or binary classification for categorical outcomes (e.g., BBB penetration, CYP inhibition). For this dataset (vdss_lombardo), we predict log10(VDss) (log10 of volume of distribution in L/kg). (1) The molecule is C[NH2+]CCCN1c2ccccc2CCc2ccccc21. The log10(VDss) is 1.18. (2) The drug is CC1C(NC(=O)/C(=N\OC(C)(C)C(=O)[O-])c2csc(N)n2)C(=O)N1S(=O)(=O)[O-]. The log10(VDss) is -0.740.